Dataset: Catalyst prediction with 721,799 reactions and 888 catalyst types from USPTO. Task: Predict which catalyst facilitates the given reaction. (1) Reactant: Cl[C:2]1[C:3]([Cl:22])=[CH:4][C:5]2[N:10]3[CH:11]=[N:12][N:13]=[C:9]3[C:8]([N:14]3[CH2:19][CH2:18][N:17]([CH3:20])[CH2:16][CH2:15]3)=[N:7][C:6]=2[N:21]=1.O.[CH3:24][N:25](C=O)C. Product: [Cl:22][C:3]1[C:2]([C:24]#[N:25])=[N:21][C:6]2[N:7]=[C:8]([N:14]3[CH2:19][CH2:18][N:17]([CH3:20])[CH2:16][CH2:15]3)[C:9]3[N:10]([CH:11]=[N:12][N:13]=3)[C:5]=2[CH:4]=1. The catalyst class is: 380. (2) Reactant: [F:1][C:2]1[CH:24]=[CH:23][C:5]([O:6][C:7]2[CH:8]=[C:9]3[C:13](=[CH:14][C:15]=2[C:16]([NH2:18])=[O:17])[N:12]([CH2:19][CH:20]([CH3:22])[CH3:21])[N:11]=[CH:10]3)=[CH:4][CH:3]=1.C(N1C=CN=C1)(N1C=CN=C1)=O.[N:37]1([CH2:43][CH2:44]N)[CH2:42][CH2:41][CH2:40][CH2:39][CH2:38]1. Product: [N:37]1([CH2:43][CH2:44][NH:18][C:16]([C:15]2[CH:14]=[C:13]3[C:9]([CH:10]=[N:11][N:12]3[CH2:19][CH:20]([CH3:22])[CH3:21])=[CH:8][C:7]=2[O:6][C:5]2[CH:23]=[CH:24][C:2]([F:1])=[CH:3][CH:4]=2)=[O:17])[CH2:42][CH2:41][CH2:40][CH2:39][CH2:38]1. The catalyst class is: 1.